Dataset: Catalyst prediction with 721,799 reactions and 888 catalyst types from USPTO. Task: Predict which catalyst facilitates the given reaction. (1) Reactant: [CH2:1]([O:8][C@@H:9]1[C@@H:15]([O:16][CH2:17][C:18]2[CH:23]=[CH:22][CH:21]=[CH:20][CH:19]=2)[C@H:14]([O:24][CH2:25][C:26]2[CH:31]=[CH:30][CH:29]=[CH:28][CH:27]=2)[C@@H:13]([CH2:32][O:33][CH2:34][C:35]2[CH:40]=[CH:39][CH:38]=[CH:37][CH:36]=2)[O:12][C:10]1([C:41]1[C:46]([Cl:47])=[N:45][C:44]([Cl:48])=[CH:43][N:42]=1)O)[C:2]1[CH:7]=[CH:6][CH:5]=[CH:4][CH:3]=1.C([SiH](CC)CC)C.FC(F)(F)C(O)=O. Product: [CH2:1]([O:8][C@@H:9]1[C@@H:15]([O:16][CH2:17][C:18]2[CH:19]=[CH:20][CH:21]=[CH:22][CH:23]=2)[C@H:14]([O:24][CH2:25][C:26]2[CH:31]=[CH:30][CH:29]=[CH:28][CH:27]=2)[C@@H:13]([CH2:32][O:33][CH2:34][C:35]2[CH:40]=[CH:39][CH:38]=[CH:37][CH:36]=2)[O:12][C@H:10]1[C:41]1[C:46]([Cl:47])=[N:45][C:44]([Cl:48])=[CH:43][N:42]=1)[C:2]1[CH:7]=[CH:6][CH:5]=[CH:4][CH:3]=1. The catalyst class is: 4. (2) Reactant: [NH2:1][C:2]1[CH:7]=[CH:6][C:5]([C:8]2[C:9]([NH2:17])=[N:10][C:11]([NH2:16])=[N:12][C:13]=2[CH2:14][CH3:15])=[CH:4][C:3]=1[CH3:18].[CH3:19][S:20]([C:23]1[CH:30]=[CH:29][C:26]([CH:27]=O)=[CH:25][CH:24]=1)(=[O:22])=[O:21].[BH3-]C#N.[Na+]. Product: [CH2:14]([C:13]1[N:12]=[C:11]([NH2:16])[N:10]=[C:9]([NH2:17])[C:8]=1[C:5]1[CH:6]=[CH:7][C:2]([NH:1][CH2:27][C:26]2[CH:25]=[CH:24][C:23]([S:20]([CH3:19])(=[O:22])=[O:21])=[CH:30][CH:29]=2)=[C:3]([CH3:18])[CH:4]=1)[CH3:15]. The catalyst class is: 5. (3) Reactant: [CH2:1]([O:5][C:6]1[CH:11]=[CH:10][C:9]([CH2:12][CH2:13][C:14]([O:16]CC)=[O:15])=[CH:8][C:7]=1[O:19][CH3:20])[C:2]#[C:3][CH3:4].[OH-].[Na+]. Product: [CH2:1]([O:5][C:6]1[CH:11]=[CH:10][C:9]([CH2:12][CH2:13][C:14]([OH:16])=[O:15])=[CH:8][C:7]=1[O:19][CH3:20])[C:2]#[C:3][CH3:4]. The catalyst class is: 8. (4) Reactant: [Br:1][C:2]1[CH:7]=[CH:6][C:5]([CH2:8][OH:9])=[CH:4][C:3]=1[Cl:10].[Cr](Cl)([O-])(=O)=O.[NH+]1C=CC=CC=1. Product: [Br:1][C:2]1[CH:7]=[CH:6][C:5]([CH:8]=[O:9])=[CH:4][C:3]=1[Cl:10]. The catalyst class is: 4.